From a dataset of Experimentally validated miRNA-target interactions with 360,000+ pairs, plus equal number of negative samples. Binary Classification. Given a miRNA mature sequence and a target amino acid sequence, predict their likelihood of interaction. (1) The miRNA is mmu-miR-875-3p with sequence CCUGAAAAUACUGAGGCUAUG. The protein sequence of the target gene is MARFTNCLLKNIFTRSQFDSAKRRQCLQYLNALRSLQHNGYKTVYFGETEIPETLVTGEDFSDSYYIHTPSWCILHAGGSQGWVPWKYRMFLRNDLCIKKEDSLFLEFCDVVKRAYGKCAIVVKGRRQQDEMKPKTDKEGEAKAYVPTSINLTSIACSPGVAKSYGHELISLPPYYNYLNPLDSAWSSMKWFIINNRKEFCLQSVDNVYTYRYILFSDLISKGIEKVNLTKWKAITNKVRRWENYYLAKFS. Result: 0 (no interaction). (2) The miRNA is hsa-miR-4703-5p with sequence UAGCAAUACAGUACAAAUAUAGU. The protein sequence of the target gene is MDKVGKMWNNLKYRCQNLFSHEGGSRNENVEMNPNRCPSVKEKSISLGEAAPQQESSPLRENVALQLGLSPSKTFSRRNQNCAAEIPQVVEISIEKDSDSGATPGTRLARRDSYSRHAPWGGKKKHSCSTKTQSSLDTEKKFGRTRSGLQRRERRYGVSSMQDMDSVSSRAVGSRSLRQRLQDTVGLCFPMRTYSKQSKPLFSNKRKIHLSELMLEKCPFPAGSDLAQKWHLIKQHTAPVSPHSTFFDTFDPSLVSTEDEEDRLRERRRLSIEEGVDPPPNAQIHTFEATAQVNPLYKLG.... Result: 0 (no interaction). (3) The miRNA is mmu-miR-541-5p with sequence AAGGGAUUCUGAUGUUGGUCACACU. The protein sequence of the target gene is MQLPPALCARLAAGPGAAEPLPVERDPAAGAAPFRFVARPVRFPREHQFFEDGDVQRHLYLQDVIMQVADVPEKPRVPAFACQVAGCCQVFDALDDYEHHYHTLHGNVCSFCKRAFPSGHLLDAHILEWHDSLFQILSERQDMYQCLVEGCTEKFKTSRDRKDHMVRMHLYPADFRFDKPKKSRSPASAEAPGDSGERSEGEAMEICSEPVAASPAPAGERRIYRHRIPSTICFGQGAARGFKSNKKKTKQC. Result: 0 (no interaction). (4) Result: 0 (no interaction). The protein sequence of the target gene is MEKQPQNSRRGLAPREVPPAVGLLLIMALMNTLLYLCLDHFFIAPRQSTVDPTHCPYGHFRIGQMKNCSPWLSCEELRTEVRQLKRVGEGAVKRVFLSEWKEHKVALSQLTSLEMKDDFLHGLQMLKSLQGTHVVTLLGYCEDDNTMLTEYHPLGSLSNLEETLNLSKYQNVNTWQHRLELAMDYVSIINYLHHSPVGTRVMCDSNDLPKTLSQYLLTSNFSILANDLDALPLVNHSSGMLVKCGHRELHGDFVAPEQLWPYGEDVPFHDDLMPSYDEKIDIWKIPDISSFLLGHIEGSD.... The miRNA is mmu-miR-7a-5p with sequence UGGAAGACUAGUGAUUUUGUUGU.